Dataset: Forward reaction prediction with 1.9M reactions from USPTO patents (1976-2016). Task: Predict the product of the given reaction. (1) Given the reactants [C:1]([O:5][C:6]([N:8]1[CH2:13][CH2:12][C:11](=O)[CH2:10][CH2:9]1)=[O:7])([CH3:4])([CH3:3])[CH3:2].C(N(CC)CC)C.[CH2:22]([NH2:29])[C:23]1[CH:28]=[CH:27][CH:26]=[CH:25][CH:24]=1.C([BH3-])#N.[Na+], predict the reaction product. The product is: [C:1]([O:5][C:6]([N:8]1[CH2:13][CH2:12][CH:11]([NH:29][CH2:22][C:23]2[CH:28]=[CH:27][CH:26]=[CH:25][CH:24]=2)[CH2:10][CH2:9]1)=[O:7])([CH3:4])([CH3:3])[CH3:2]. (2) The product is: [CH3:3][CH:2]([CH2:4][CH2:5][CH2:6][C@H:7]([C@@H:9]1[C@:26]2([CH3:27])[C:12]([C:13]3[CH2:14][CH2:15][CH:16]4[C@:21]([C:23]=3[CH2:24][CH2:25]2)([CH3:22])[CH2:20][CH:19]=[CH:18][CH2:17]4)=[CH:11][CH2:10]1)[CH3:8])[CH3:1]. Given the reactants [CH3:1][CH:2]([CH2:4][CH2:5][CH2:6][C@H:7]([C@@H:9]1[C@:26]2([CH3:27])[C:12]([C:13]3[CH2:14][CH2:15][CH:16]4[C@:21]([C:23]=3[CH2:24][CH2:25]2)([CH3:22])[CH2:20][CH2:19][C@H:18](O)[CH2:17]4)=[CH:11][CH2:10]1)[CH3:8])[CH3:3].C(N(S(F)(F)F)CC)C.O, predict the reaction product. (3) Given the reactants I[C:2]1[C:6]([CH:7]=[O:8])=[CH:5][N:4]([CH:9]2[CH2:14][CH2:13][CH2:12][CH2:11][O:10]2)[N:3]=1.[CH:15]([C:17]1[CH:22]=[CH:21][C:20]([F:23])=[CH:19][CH:18]=1)=[CH2:16].C(=O)([O-])[O-].[K+].[K+], predict the reaction product. The product is: [F:23][C:20]1[CH:21]=[CH:22][C:17](/[CH:15]=[CH:16]/[C:2]2[C:6]([CH:7]=[O:8])=[CH:5][N:4]([CH:9]3[CH2:14][CH2:13][CH2:12][CH2:11][O:10]3)[N:3]=2)=[CH:18][CH:19]=1. (4) Given the reactants [F:1][C:2]([F:24])([F:23])[C:3]1[CH:22]=[CH:21][C:6]([CH2:7][CH:8]2[CH2:13][CH2:12][N:11](C(OC(C)(C)C)=O)[CH2:10][CH2:9]2)=[CH:5][CH:4]=1.[ClH:25], predict the reaction product. The product is: [ClH:25].[F:24][C:2]([F:1])([F:23])[C:3]1[CH:4]=[CH:5][C:6]([CH2:7][CH:8]2[CH2:13][CH2:12][NH:11][CH2:10][CH2:9]2)=[CH:21][CH:22]=1. (5) Given the reactants [Cl:1][C:2]1[N:7]=[C:6]2[CH2:8][NH:9][CH2:10][C:5]2=[CH:4][CH:3]=1.[CH3:11][S:12]([C:15]1[CH:16]=[CH:17][C:18]([O:24][C@@H:25]([CH3:30])[C:26]([F:29])([F:28])[F:27])=[C:19]([CH:23]=1)[C:20](O)=[O:21])(=[O:14])=[O:13], predict the reaction product. The product is: [Cl:1][C:2]1[N:7]=[C:6]2[CH2:8][N:9]([C:20]([C:19]3[CH:23]=[C:15]([S:12]([CH3:11])(=[O:13])=[O:14])[CH:16]=[CH:17][C:18]=3[O:24][C@@H:25]([CH3:30])[C:26]([F:28])([F:29])[F:27])=[O:21])[CH2:10][C:5]2=[CH:4][CH:3]=1. (6) Given the reactants [C:1]1([C@@H:7]([NH2:17])[CH2:8][NH:9][CH2:10][C:11]2[CH:16]=[CH:15][N:14]=[CH:13][CH:12]=2)[CH:6]=[CH:5][CH:4]=[CH:3][CH:2]=1.[C:18]([N:25]1[CH2:30][CH2:29][C:28](=O)[CH2:27][CH2:26]1)([O:20][C:21]([CH3:24])([CH3:23])[CH3:22])=[O:19].CCN(CC)CC.Cl[C:40](Cl)([O:42]C(=O)OC(Cl)(Cl)Cl)Cl, predict the reaction product. The product is: [C:21]([O:20][C:18]([N:25]1[CH2:30][CH2:29][CH:28]([N:17]2[C@H:7]([C:1]3[CH:2]=[CH:3][CH:4]=[CH:5][CH:6]=3)[CH2:8][N:9]([CH2:10][C:11]3[CH:16]=[CH:15][N:14]=[CH:13][CH:12]=3)[C:40]2=[O:42])[CH2:27][CH2:26]1)=[O:19])([CH3:24])([CH3:23])[CH3:22]. (7) Given the reactants [F:1][C:2]1[CH:8]=[C:7]([O:9][CH2:10][O:11][CH2:12][CH2:13][Si:14]([CH3:17])([CH3:16])[CH3:15])[CH:6]=[CH:5][C:3]=1[NH2:4].C([Li])CCC.F[C:24]1[CH:29]=[CH:28][CH:27]=[CH:26][C:25]=1[N+:30]([O-])=O, predict the reaction product. The product is: [F:1][C:2]1[CH:8]=[C:7]([O:9][CH2:10][O:11][CH2:12][CH2:13][Si:14]([CH3:17])([CH3:16])[CH3:15])[CH:6]=[CH:5][C:3]=1[NH:4][C:24]1[C:25]([NH2:30])=[CH:26][CH:27]=[CH:28][CH:29]=1. (8) The product is: [OH:1][C@:2]1([C@:22]2([CH3:23])[C@H:8]([C:9]3[C@H:19]([CH2:20][CH2:21]2)[C@:17]2([CH3:18])[C@@H:12]([CH2:13][C:14](=[O:24])[CH2:15][CH2:16]2)[CH2:11][CH:10]=3)[CH2:7][CH2:6]1)[C:3](=[O:5])[CH3:4]. Given the reactants [OH:1][C@:2]1([C@:22]2([CH3:23])[C@H:8]([C:9]3[C@H:19]([CH2:20][CH2:21]2)[C@:17]2([CH3:18])[C:12](=[CH:13][C:14](=[O:24])[CH2:15][CH2:16]2)[CH2:11][CH:10]=3)[CH2:7][CH2:6]1)[C:3](=[O:5])[CH3:4], predict the reaction product. (9) Given the reactants FC(F)(F)C(O)=O.[CH3:8][N:9]([CH3:53])[C:10]([C:12]1[S:46][C:15]2[N:16]=[C:17]([O:31][CH:32]3[CH2:37][CH:36]4[CH2:38][CH:33]3[CH2:34][N:35]4C(OC(C)(C)C)=O)[N:18]=[C:19]([N:20]3[CH:25]4[CH2:26][CH2:27][CH:21]3[CH2:22][CH:23]([CH2:28][O:29][CH3:30])[CH2:24]4)[C:14]=2[C:13]=1[C:47]1[CH:52]=[CH:51][CH:50]=[CH:49][CH:48]=1)=[O:11], predict the reaction product. The product is: [CH:36]12[CH2:38][CH:33]([CH:32]([O:31][C:17]3[N:18]=[C:19]([N:20]4[CH:21]5[CH2:27][CH2:26][CH:25]4[CH2:24][CH:23]([CH2:28][O:29][CH3:30])[CH2:22]5)[C:14]4[C:13]([C:47]5[CH:52]=[CH:51][CH:50]=[CH:49][CH:48]=5)=[C:12]([C:10]([N:9]([CH3:53])[CH3:8])=[O:11])[S:46][C:15]=4[N:16]=3)[CH2:37]1)[CH2:34][NH:35]2. (10) The product is: [CH3:37][N:38]([CH3:41])[C:39]1[C:14]([CH3:16])=[CH:15][C:10]([C:9]([C:6]2[CH:5]=[CH:4][CH:3]=[CH:8][CH:7]=2)=[O:18])=[C:11]([O:17][CH2:27][CH2:28][CH2:29][CH2:30][CH2:31][CH2:32][CH2:33][CH2:34][OH:35])[CH:12]=1. Given the reactants CN(C)[C:3]1[CH:8]=[CH:7][C:6]([C:9](=[O:18])[C:10]2[CH:15]=[C:14]([CH3:16])C=[CH:12][C:11]=2[OH:17])=[CH:5][CH:4]=1.C(=O)([O-])[O-].[K+].[K+].Cl[CH2:27][CH2:28][CH2:29][CH2:30][CH2:31][CH2:32][CH2:33][CH2:34][OH:35].O.[CH3:37][N:38]([CH3:41])[CH:39]=O, predict the reaction product.